This data is from Full USPTO retrosynthesis dataset with 1.9M reactions from patents (1976-2016). The task is: Predict the reactants needed to synthesize the given product. Given the product [Br-:1].[Br-:1].[C:16]1([P:9]([C:3]2[CH:4]=[CH:5][CH:6]=[CH:7][CH:8]=2)[C:10]2[CH:15]=[CH:14][CH:13]=[CH:12][CH:11]=2)[CH:17]=[CH:18][CH:19]=[CH:20][CH:21]=1, predict the reactants needed to synthesize it. The reactants are: [Br:1]Br.[C:3]1([P:9]([C:16]2[CH:21]=[CH:20][CH:19]=[CH:18][CH:17]=2)[C:10]2[CH:15]=[CH:14][CH:13]=[CH:12][CH:11]=2)[CH:8]=[CH:7][CH:6]=[CH:5][CH:4]=1.